From a dataset of Full USPTO retrosynthesis dataset with 1.9M reactions from patents (1976-2016). Predict the reactants needed to synthesize the given product. (1) Given the product [CH3:1][O:2][C:3]1[CH:12]=[C:11]2[C:6]([CH:7]=[CH:8][C:9](=[O:16])[N:10]2[CH2:13][CH2:14][N:17]2[CH2:18][CH2:19][CH:20]([NH:23][C:24](=[O:30])[O:25][C:26]([CH3:28])([CH3:27])[CH3:29])[CH2:21][CH2:22]2)=[CH:5][CH:4]=1, predict the reactants needed to synthesize it. The reactants are: [CH3:1][O:2][C:3]1[CH:12]=[C:11]2[C:6]([CH:7]=[CH:8][C:9](=[O:16])[N:10]2[CH2:13][CH:14]=O)=[CH:5][CH:4]=1.[NH:17]1[CH2:22][CH2:21][CH:20]([NH:23][C:24](=[O:30])[O:25][C:26]([CH3:29])([CH3:28])[CH3:27])[CH2:19][CH2:18]1.C(Cl)(Cl)Cl.[BH-](OC(C)=O)(OC(C)=O)OC(C)=O.[Na+]. (2) Given the product [C:1]([C:4]1[CH:9]=[CH:8][C:7]([NH:10][CH:11]([C:16]2[CH:21]=[C:20]([O:22][CH2:23][CH3:24])[CH:19]=[CH:18][C:17]=2[O:25][CH2:26][C:27](=[O:29])[NH2:28])[C:12]([OH:14])=[O:13])=[CH:6][CH:5]=1)(=[NH:2])[NH2:3], predict the reactants needed to synthesize it. The reactants are: [C:1]([C:4]1[CH:9]=[CH:8][C:7]([NH:10][CH:11]([C:16]2[CH:21]=[C:20]([O:22][CH2:23][CH3:24])[CH:19]=[CH:18][C:17]=2[O:25][CH2:26][C:27](=[O:29])[NH2:28])[C:12]([O:14]C)=[O:13])=[CH:6][CH:5]=1)(=[NH:3])[NH2:2].[Li+].[OH-]. (3) The reactants are: Br[C:2]1[CH:3]=[C:4](CN)[CH:5]=[CH:6][CH:7]=1.[B:10]1([B:10]2[O:14][C:13]([CH3:16])([CH3:15])[C:12]([CH3:18])([CH3:17])[O:11]2)[O:14][C:13]([CH3:16])([CH3:15])[C:12]([CH3:18])([CH3:17])[O:11]1.C([O-])(=O)C.[K+].[CH3:33][N:34](C)C=O. Given the product [CH3:33][NH:34][C:4]1[CH:5]=[CH:6][CH:7]=[C:2]([B:10]2[O:14][C:13]([CH3:16])([CH3:15])[C:12]([CH3:18])([CH3:17])[O:11]2)[CH:3]=1, predict the reactants needed to synthesize it. (4) Given the product [C:1]([C@H:5]1[CH2:10][CH2:9][C@H:8]([NH:11][C:12]2[N:13]=[CH:14][C:15]3[C:20]([CH:21]=2)=[CH:19][C:18]([C:22]([NH:24][C:25]24[CH2:26][CH2:27][C:28]([C:33]([OH:35])=[O:34])([CH2:31][CH2:32]2)[CH2:29][CH2:30]4)=[O:23])=[CH:17][CH:16]=3)[CH2:7][CH2:6]1)([CH3:4])([CH3:2])[CH3:3], predict the reactants needed to synthesize it. The reactants are: [C:1]([C@H:5]1[CH2:10][CH2:9][C@H:8]([NH:11][C:12]2[N:13]=[CH:14][C:15]3[C:20]([CH:21]=2)=[CH:19][C:18]([C:22]([NH:24][C:25]24[CH2:32][CH2:31][C:28]([C:33]([O:35]C)=[O:34])([CH2:29][CH2:30]2)[CH2:27][CH2:26]4)=[O:23])=[CH:17][CH:16]=3)[CH2:7][CH2:6]1)([CH3:4])([CH3:3])[CH3:2].[OH-].[Na+].